Dataset: Reaction yield outcomes from USPTO patents with 853,638 reactions. Task: Predict the reaction yield, written as a fraction of the theoretical maximum amount of product (1.0 means a 100% yield; for example, 0.34 means a 34% yield). (1) The reactants are [OH:1][CH:2]([CH2:17][O:18][C:19]1[CH:24]=[CH:23][C:22]([OH:25])=[CH:21][CH:20]=1)[CH2:3][N:4]1[CH2:9][CH2:8][C:7]([C:11]2[CH:16]=[CH:15][CH:14]=[CH:13][CH:12]=2)([OH:10])[CH2:6][CH2:5]1.C(OC1C=CC(OCC(O)C[N:42]2C[CH2:46][C:45](C3C=CC=CC=3)(O)[CH2:44][CH2:43]2)=CC=1)C1C=CC=CC=1.C(O)C.[C:61]([O:64][CH2:65][CH3:66])(=O)C. The catalyst is [Pd]. The product is [O:64]1[C:65]2[CH:66]=[CH:46][CH:45]=[CH:44][C:43]=2[N:42]=[C:61]1[O:25][C:22]1[CH:23]=[CH:24][C:19]([O:18][CH2:17][CH:2]([OH:1])[CH2:3][N:4]2[CH2:5][CH2:6][C:7]([C:11]3[CH:16]=[CH:15][CH:14]=[CH:13][CH:12]=3)([OH:10])[CH2:8][CH2:9]2)=[CH:20][CH:21]=1. The yield is 1.00. (2) The reactants are [C:1]([C:5]1[C:13]([N+:14]([O-])=O)=[CH:12][C:8]2[O:9][CH2:10][O:11][C:7]=2[CH:6]=1)([CH3:4])([CH3:3])[CH3:2].Cl.C(O)C. The catalyst is [Fe].O. The product is [C:1]([C:5]1[C:13]([NH2:14])=[CH:12][C:8]2[O:9][CH2:10][O:11][C:7]=2[CH:6]=1)([CH3:4])([CH3:2])[CH3:3]. The yield is 0.250. (3) The reactants are [OH:1][C@@H:2]1[CH:7]2[CH2:8][CH2:9][N:4]([CH2:5][CH2:6]2)[CH2:3]1.[Br:10][CH2:11][CH2:12][O:13][CH2:14][CH2:15][O:16][CH3:17]. The catalyst is O1CCCC1. The product is [Br-:10].[OH:1][C@@H:2]1[CH:7]2[CH2:8][CH2:9][N+:4]([CH2:11][CH2:12][O:13][CH2:14][CH2:15][O:16][CH3:17])([CH2:5][CH2:6]2)[CH2:3]1. The yield is 1.00. (4) The reactants are CC1C=CC(S(OCC2CC3C=C(F)C=C(C4C=CC=CC=4C(F)(F)F)C=3O2)(=O)=O)=CC=1.[N-]=[N+]=[N-].[Na+].[N:37]([CH2:40][CH:41]1[CH2:45][C:44]2[CH:46]=[C:47]([F:60])[CH:48]=[C:49]([C:50]3[CH:55]=[CH:54][CH:53]=[CH:52][C:51]=3[C:56]([F:59])([F:58])[F:57])[C:43]=2[O:42]1)=[N+]=[N-].[N-]=[N+]=[N-].C1(P(C2C=CC=CC=2)C2C=CC=CC=2)C=CC=CC=1. No catalyst specified. The product is [F:60][C:47]1[CH:48]=[C:49]([C:50]2[CH:55]=[CH:54][CH:53]=[CH:52][C:51]=2[C:56]([F:59])([F:57])[F:58])[C:43]2[O:42][CH:41]([CH2:40][NH2:37])[CH2:45][C:44]=2[CH:46]=1. The yield is 0.890. (5) The reactants are [CH3:1][Li].[CH3:3][C@@H:4]1[CH2:9][C:8](=[O:10])[CH:7]=[CH:6][O:5]1. The catalyst is C(OCC)C.[Cu]I. The product is [CH3:3][C@@H:4]1[CH2:9][C:8](=[O:10])[CH2:7][C@@H:6]([CH3:1])[O:5]1. The yield is 0.860.